Dataset: Catalyst prediction with 721,799 reactions and 888 catalyst types from USPTO. Task: Predict which catalyst facilitates the given reaction. (1) Reactant: [CH3:1][O:2][C:3]1[CH:4]=[C:5]([CH2:11][CH2:12][NH:13][C:14]2[N:22]=[C:21]3[C:17]([N:18]=[CH:19][NH:20]3)=[C:16]([N:23]3[CH2:28][CH2:27][O:26][CH2:25][CH2:24]3)[N:15]=2)[CH:6]=[CH:7][C:8]=1[O:9][CH3:10].[Br:29]Br. Product: [Br:29][C:19]1[NH:20][C:21]2[C:17]([N:18]=1)=[C:16]([N:23]1[CH2:28][CH2:27][O:26][CH2:25][CH2:24]1)[N:15]=[C:14]([NH:13][CH2:12][CH2:11][C:5]1[CH:6]=[CH:7][C:8]([O:9][CH3:10])=[C:3]([O:2][CH3:1])[CH:4]=1)[N:22]=2. The catalyst class is: 38. (2) Reactant: O=[C:2]1[N:7]([C@H:8]2[C@@H:17]([CH2:18][C:19]3[CH:24]=[CH:23][CH:22]=[CH:21][C:20]=3[F:25])[C:16]3[CH:15]=[C:14]([O:26][CH2:27][CH2:28][NH:29][S:30]([C:33]4[N:34]=[CH:35][N:36]([CH3:38])[CH:37]=4)(=[O:32])=[O:31])[CH:13]=[CH:12][C:11]=3[CH2:10][CH2:9]2)[C:6](=O)[CH:5]2[CH:3]1[CH2:4]2.CO. Product: [CH:5]12[CH2:4][CH:3]1[CH2:2][N:7]([C@H:8]1[C@@H:17]([CH2:18][C:19]3[CH:24]=[CH:23][CH:22]=[CH:21][C:20]=3[F:25])[C:16]3[CH:15]=[C:14]([O:26][CH2:27][CH2:28][NH:29][S:30]([C:33]4[N:34]=[CH:35][N:36]([CH3:38])[CH:37]=4)(=[O:32])=[O:31])[CH:13]=[CH:12][C:11]=3[CH2:10][CH2:9]1)[CH2:6]2. The catalyst class is: 217. (3) Reactant: [C:1]([CH:3]([CH:7]1[C:11]([Cl:12])=[C:10](Cl)C(=O)O1)[C:4]([NH2:6])=[O:5])#[N:2].Cl.[Cl:16][C:17]1[CH:18]=[CH:19][C:20]([S:25]([CH3:28])(=[O:27])=[O:26])=[C:21]([CH2:23][NH2:24])[CH:22]=1.C(N(CC)C(C)C)(C)C.O. Product: [ClH:12].[Cl:12][C:11]1[CH:7]=[C:3]([C:4]([NH2:6])=[O:5])[C:1](=[NH:2])[N:24]([CH2:23][C:21]2[CH:22]=[C:17]([Cl:16])[CH:18]=[CH:19][C:20]=2[S:25]([CH3:28])(=[O:27])=[O:26])[CH:10]=1. The catalyst class is: 8. (4) Reactant: CO.[Li+].[BH4-].C([O:7][C:8](=O)[C:9]([CH3:30])([CH3:29])[CH2:10][CH2:11][CH2:12][CH2:13][CH2:14][CH2:15][CH2:16][CH2:17][CH2:18][CH2:19][CH2:20][C:21]([CH3:28])([CH3:27])[C:22](OCC)=[O:23])C.[NH4+].[Cl-]. Product: [CH3:27][C:21]([CH3:28])([CH2:20][CH2:19][CH2:18][CH2:17][CH2:16][CH2:15][CH2:14][CH2:13][CH2:12][CH2:11][CH2:10][C:9]([CH3:30])([CH3:29])[CH2:8][OH:7])[CH2:22][OH:23]. The catalyst class is: 34. (5) Reactant: [CH:1]([O:4][C:5]1[CH:10]=[CH:9][C:8]([C:11]([N:13]2[CH2:18][CH2:17][C:16]3([O:23][C:22]([C:24]4[CH:25]=[N:26][CH:27]=[CH:28][CH:29]=4)=[CH:21][CH:20]([O:30][CH:31]([CH3:33])[CH3:32])[CH2:19]3)[CH2:15][CH2:14]2)=[O:12])=[CH:7][C:6]=1[CH3:34])([CH3:3])[CH3:2]. Product: [CH:1]([O:4][C:5]1[CH:10]=[CH:9][C:8]([C:11]([N:13]2[CH2:18][CH2:17][C:16]3([O:23][C@H:22]([C:24]4[CH:25]=[N:26][CH:27]=[CH:28][CH:29]=4)[CH2:21][C@H:20]([O:30][CH:31]([CH3:33])[CH3:32])[CH2:19]3)[CH2:15][CH2:14]2)=[O:12])=[CH:7][C:6]=1[CH3:34])([CH3:3])[CH3:2]. The catalyst class is: 29.